The task is: Predict the product of the given reaction.. This data is from Forward reaction prediction with 1.9M reactions from USPTO patents (1976-2016). (1) Given the reactants C[O:2][C:3](=[O:24])[C:4]1[CH:9]=[C:8]([C:10]2[S:11][CH:12]=[C:13]([C:15]3[CH:20]=[CH:19][C:18]([Cl:21])=[C:17]([Cl:22])[CH:16]=3)[N:14]=2)[CH:7]=[CH:6][C:5]=1Br.[F:25][C:26]1[CH:31]=[CH:30][C:29](B(O)O)=[C:28]([C:35]([F:38])([F:37])[F:36])[CH:27]=1, predict the reaction product. The product is: [Cl:22][C:17]1[CH:16]=[C:15]([C:13]2[N:14]=[C:10]([C:8]3[CH:9]=[C:4]([C:3]([OH:2])=[O:24])[C:5]([C:29]4[CH:30]=[CH:31][C:26]([F:25])=[CH:27][C:28]=4[C:35]([F:36])([F:38])[F:37])=[CH:6][CH:7]=3)[S:11][CH:12]=2)[CH:20]=[CH:19][C:18]=1[Cl:21]. (2) Given the reactants [Cl:1][C:2]1[C:3](I)=[N:4][CH:5]=[CH:6][CH:7]=1.C([Mg]Cl)(C)C.[Cl:14][C:15]1[N:20]=[CH:19][C:18]([N:21]([CH3:38])[C:22](=[O:37])[C:23]2[CH:28]=[C:27]([C:29]([F:32])([F:31])[F:30])[CH:26]=[C:25]([C:33]([F:36])([F:35])[F:34])[CH:24]=2)=[C:17](I)[CH:16]=1.C([O-])(O)=O.[Na+], predict the reaction product. The product is: [Cl:1][C:2]1[C:3]([C:17]2[CH:16]=[C:15]([Cl:14])[N:20]=[CH:19][C:18]=2[N:21]([CH3:38])[C:22](=[O:37])[C:23]2[CH:28]=[C:27]([C:29]([F:32])([F:31])[F:30])[CH:26]=[C:25]([C:33]([F:35])([F:36])[F:34])[CH:24]=2)=[N:4][CH:5]=[CH:6][CH:7]=1. (3) Given the reactants [Se]=[O:2].[CH3:3][O:4][C:5]1[CH:6]=[C:7]2[C:12](=[CH:13][CH:14]=1)[N:11]=[C:10]([CH3:15])[CH:9]=[CH:8]2, predict the reaction product. The product is: [CH3:3][O:4][C:5]1[CH:6]=[C:7]2[C:12](=[CH:13][CH:14]=1)[N:11]=[C:10]([CH:15]=[O:2])[CH:9]=[CH:8]2. (4) The product is: [CH3:1][O:2][C:3]([C:5]1[S:6][C:7]([C:27]2[CH:28]=[CH:29][CH:30]=[CH:31][CH:32]=2)=[CH:8][C:9]=1[N:10]([C:11]([CH:13]1[CH2:18][CH2:17][CH:16]([CH3:19])[CH2:15][CH2:14]1)=[O:12])[CH:20]1[CH2:25][CH2:24][CH:23]([O:26][C:40](=[O:41])[C:39]2[CH:38]=[CH:37][C:36]([N+:33]([O-:35])=[O:34])=[CH:44][CH:43]=2)[CH2:22][CH2:21]1)=[O:4]. Given the reactants [CH3:1][O:2][C:3]([C:5]1[S:6][C:7]([C:27]2[CH:32]=[CH:31][CH:30]=[CH:29][CH:28]=2)=[CH:8][C:9]=1[N:10]([CH:20]1[CH2:25][CH2:24][CH:23]([OH:26])[CH2:22][CH2:21]1)[C:11]([CH:13]1[CH2:18][CH2:17][CH:16]([CH3:19])[CH2:15][CH2:14]1)=[O:12])=[O:4].[N+:33]([C:36]1[CH:44]=[CH:43][C:39]([C:40](O)=[O:41])=[CH:38][CH:37]=1)([O-:35])=[O:34].C1(P(C2C=CC=CC=2)C2C=CC=CC=2)C=CC=CC=1.N(C(OCC)=O)=NC(OCC)=O, predict the reaction product. (5) Given the reactants C([O:5][C:6](=[O:47])[C:7]([CH2:43][C:44]#[C:45][CH3:46])([S:12]([C:15]1[CH:20]=[CH:19][C:18]([N:21]2[CH2:26][CH2:25][CH:24]([NH:27][CH2:28][C@H:29]([OH:42])[C:30]3[CH:35]=[CH:34][C:33]([OH:36])=[C:32]([NH:37][S:38]([CH3:41])(=[O:40])=[O:39])[CH:31]=3)[CH2:23][CH2:22]2)=[CH:17][CH:16]=1)(=[O:14])=[O:13])[CH2:8][C:9]#[C:10][CH3:11])(C)(C)C.FC(F)(F)C(O)=O, predict the reaction product. The product is: [CH2:8]([C:7]([S:12]([C:15]1[CH:16]=[CH:17][C:18]([N:21]2[CH2:26][CH2:25][CH:24]([NH:27][CH2:28][C@H:29]([OH:42])[C:30]3[CH:35]=[CH:34][C:33]([OH:36])=[C:32]([NH:37][S:38]([CH3:41])(=[O:39])=[O:40])[CH:31]=3)[CH2:23][CH2:22]2)=[CH:19][CH:20]=1)(=[O:13])=[O:14])([CH2:43][C:44]#[C:45][CH3:46])[C:6]([OH:47])=[O:5])[C:9]#[C:10][CH3:11]. (6) The product is: [F:11][C:9]([F:10])([F:12])[C:7]1[CH:6]=[C:5]([C:13]2[N:17]=[CH:16][N:15](/[CH:18]=[CH:19]\[C:20]([N:33]([C:31]([CH:27]3[CH2:28][CH2:29][CH2:30][NH:25][CH2:26]3)=[O:32])[NH2:34])=[O:22])[N:14]=2)[CH:4]=[C:3]([C:2]([F:23])([F:24])[F:1])[CH:8]=1. Given the reactants [F:1][C:2]([F:24])([F:23])[C:3]1[CH:4]=[C:5]([C:13]2[N:17]=[CH:16][N:15](/[CH:18]=[CH:19]\[C:20]([OH:22])=O)[N:14]=2)[CH:6]=[C:7]([C:9]([F:12])([F:11])[F:10])[CH:8]=1.[NH:25]1[CH2:30][CH2:29][CH2:28][CH:27]([C:31]([NH:33][NH2:34])=[O:32])[CH2:26]1.C(P1(=O)OP(CCC)(=O)OP(CCC)(=O)O1)CC.CCN(C(C)C)C(C)C, predict the reaction product. (7) Given the reactants [C:1]([C:3]1[CH:4]=[C:5]2[N:11]=[C:10]([C:12]([C:25]3[C:33]([CH2:34][CH3:35])=[CH:32][C:31]([CH3:36])=[C:30]4[C:26]=3[CH:27]=[CH:28][N:29]4[C:37]([O:39][C:40]([CH3:43])([CH3:42])[CH3:41])=[O:38])([N:14]([CH3:24])S(CC[Si](C)(C)C)(=O)=O)[CH3:13])[N:9]([CH2:44][O:45][CH2:46][CH2:47][Si:48]([CH3:51])([CH3:50])[CH3:49])[C:6]2=[N:7][CH:8]=1)#[N:2].[F-].[Cs+], predict the reaction product. The product is: [C:1]([C:3]1[CH:4]=[C:5]2[N:11]=[C:10]([C:12]([C:25]3[C:33]([CH2:34][CH3:35])=[CH:32][C:31]([CH3:36])=[C:30]4[C:26]=3[CH:27]=[CH:28][N:29]4[C:37]([O:39][C:40]([CH3:41])([CH3:42])[CH3:43])=[O:38])([NH:14][CH3:24])[CH3:13])[N:9]([CH2:44][O:45][CH2:46][CH2:47][Si:48]([CH3:50])([CH3:51])[CH3:49])[C:6]2=[N:7][CH:8]=1)#[N:2]. (8) The product is: [OH:2][C:3]1[CH:8]=[CH:7][C:6]([C:9]2[CH:10]=[CH:11][C:12]([CH:18]=[O:19])=[C:13]3[C:17]=2[S:16][CH:15]=[CH:14]3)=[CH:5][CH:4]=1. Given the reactants C[O:2][C:3]1[CH:8]=[CH:7][C:6]([C:9]2[CH:10]=[CH:11][C:12]([CH:18]=[O:19])=[C:13]3[C:17]=2[S:16][CH:15]=[CH:14]3)=[CH:5][CH:4]=1.B(Br)(Br)Br, predict the reaction product.